From a dataset of Catalyst prediction with 721,799 reactions and 888 catalyst types from USPTO. Predict which catalyst facilitates the given reaction. (1) Reactant: [CH:1]1([C:7]2[C:11]([CH2:12][CH2:13][CH2:14][OH:15])=[CH:10][N:9]([C:16]3[CH:21]=[CH:20][C:19]([C:22]([F:25])([F:24])[F:23])=[CH:18][N:17]=3)[N:8]=2)[CH2:6][CH2:5][CH2:4][CH2:3][CH2:2]1.O[C:27]1[CH:32]=[CH:31][CH:30]=[CH:29][C:28]=1[CH2:33][C:34]([O:36]C)=[O:35].C(P(CCCC)CCCC)CCC.N(C(N1CCCCC1)=O)=NC(N1CCCCC1)=O. Product: [CH:1]1([C:7]2[C:11]([CH2:12][CH2:13][CH2:14][O:15][C:27]3[CH:32]=[CH:31][CH:30]=[CH:29][C:28]=3[CH2:33][C:34]([OH:36])=[O:35])=[CH:10][N:9]([C:16]3[CH:21]=[CH:20][C:19]([C:22]([F:23])([F:24])[F:25])=[CH:18][N:17]=3)[N:8]=2)[CH2:6][CH2:5][CH2:4][CH2:3][CH2:2]1. The catalyst class is: 7. (2) Reactant: N(C(OC(C)C)=O)=NC(OC(C)C)=O.[CH3:15][Si:16]([CH3:22])([CH3:21])[CH2:17][CH2:18][CH2:19][OH:20].[Cl:23][C:24]1[CH:29]=[C:28]([N+:30]([O-:32])=[O:31])[C:27]([CH3:33])=[CH:26][C:25]=1O.C1(P(C2C=CC=CC=2)C2C=CC=CC=2)C=CC=CC=1. Product: [Cl:23][C:24]1[CH:29]=[C:28]([N+:30]([O-:32])=[O:31])[C:27]([CH3:33])=[CH:26][C:25]=1[O:20][CH2:19][CH2:18][CH2:17][Si:16]([CH3:22])([CH3:21])[CH3:15]. The catalyst class is: 7. (3) Reactant: [C:1]1([O:11][CH2:12][C:13]([N:15]2[C@H:19]([C:20]([O:22]C)=[O:21])[CH2:18][S:17][CH:16]2[C:24]2[CH:29]=[CH:28][CH:27]=[CH:26][CH:25]=2)=[O:14])[C:10]2[C:5](=[CH:6][CH:7]=[CH:8][CH:9]=2)[CH:4]=[CH:3][CH:2]=1.O.[Li+].[OH-]. Product: [C:1]1([O:11][CH2:12][C:13]([N:15]2[C@H:19]([C:20]([OH:22])=[O:21])[CH2:18][S:17][CH:16]2[C:24]2[CH:29]=[CH:28][CH:27]=[CH:26][CH:25]=2)=[O:14])[C:10]2[C:5](=[CH:6][CH:7]=[CH:8][CH:9]=2)[CH:4]=[CH:3][CH:2]=1. The catalyst class is: 12. (4) Product: [CH3:28][O:27][CH2:26][CH2:25][O:24][C:22]1[CH:21]=[C:18]([CH:17]=[C:16]([CH2:5][CH2:4][CH2:3][O:2][CH3:1])[CH:23]=1)[CH:19]=[O:20]. The catalyst class is: 215. Reactant: [CH3:1][O:2][CH2:3][CH:4]=[CH2:5].C12BC(CCC1)CCC2.Br[C:16]1[CH:17]=[C:18]([CH:21]=[C:22]([O:24][CH2:25][CH2:26][O:27][CH3:28])[CH:23]=1)[CH:19]=[O:20].P([O-])([O-])([O-])=O.[K+].[K+].[K+]. (5) Reactant: [CH3:1][O:2][CH2:3][CH2:4][NH:5][CH2:6][C:7]([O:9][CH3:10])=[O:8].C(N(CC)C(C)C)(C)C.[F:20][C:21]1[CH:26]=[CH:25][C:24]([S:27](Cl)(=[O:29])=[O:28])=[CH:23][CH:22]=1.C(OCC)(=O)C. Product: [F:20][C:21]1[CH:26]=[CH:25][C:24]([S:27]([N:5]([CH2:6][C:7]([O:9][CH3:10])=[O:8])[CH2:4][CH2:3][O:2][CH3:1])(=[O:29])=[O:28])=[CH:23][CH:22]=1. The catalyst class is: 2. (6) Reactant: [CH3:1][Mg]Br.C(O[C:7]([C:9]1([CH2:16][CH2:17][O:18][CH3:19])[CH2:14][CH2:13][C:12](=[O:15])[CH2:11][CH2:10]1)=[O:8])C.[NH4+].[Cl-]. Product: [CH3:19][O:18][CH2:17][CH2:16][C:9]12[CH2:10][CH2:11][C:12]([CH3:1])([CH2:13][CH2:14]1)[O:15][C:7]2=[O:8]. The catalyst class is: 1. (7) Reactant: [NH2:1][CH2:2][CH2:3][C:4]1([C:23]2[CH:28]=[CH:27][CH:26]=[CH:25][CH:24]=2)[N:8]([C:9](=[O:14])[C@@H:10]([O:12][CH3:13])[CH3:11])[N:7]=[C:6]([C:15]2[CH:20]=[C:19]([F:21])[CH:18]=[CH:17][C:16]=2[F:22])[S:5]1.[N:29]#[C:30]Br.C(N(CC)CC)C. Product: [F:22][C:16]1[CH:17]=[CH:18][C:19]([F:21])=[CH:20][C:15]=1[C:6]1[S:5][C:4]([CH2:3][CH2:2][NH:1][C:30]#[N:29])([C:23]2[CH:24]=[CH:25][CH:26]=[CH:27][CH:28]=2)[N:8]([C:9](=[O:14])[C@@H:10]([O:12][CH3:13])[CH3:11])[N:7]=1. The catalyst class is: 4.